From a dataset of Full USPTO retrosynthesis dataset with 1.9M reactions from patents (1976-2016). Predict the reactants needed to synthesize the given product. (1) Given the product [NH2:11][C:8]1[CH:9]=[CH:10][C:5]([CH:3]([OH:4])[C:2]([F:1])([F:14])[F:15])=[CH:6][CH:7]=1, predict the reactants needed to synthesize it. The reactants are: [F:1][C:2]([F:15])([F:14])[CH:3]([C:5]1[CH:10]=[CH:9][C:8]([N+:11]([O-])=O)=[CH:7][CH:6]=1)[OH:4].O.NN. (2) Given the product [F:1][C:2]1[CH:3]=[C:4]([N:10]2[CH2:11][CH:12]([CH2:16][OH:17])[CH2:13][C:14]2=[O:15])[CH:5]=[CH:6][C:7]=1[O:8][CH3:9], predict the reactants needed to synthesize it. The reactants are: [F:1][C:2]1[CH:3]=[C:4]([N:10]2[C:14](=[O:15])[CH2:13][CH:12]([C:16](O)=[O:17])[CH2:11]2)[CH:5]=[CH:6][C:7]=1[O:8][CH3:9].CCN(CC)CC.ClC(OCC(C)C)=O.[BH4-].[Na+].C([O-])(O)=O.[Na+].